From a dataset of Reaction yield outcomes from USPTO patents with 853,638 reactions. Predict the reaction yield, written as a fraction of the theoretical maximum amount of product (1.0 means a 100% yield; for example, 0.34 means a 34% yield). The reactants are Cl.[CH2:2]1[C:11]2[C:6](=[CH:7][CH:8]=[CH:9][CH:10]=2)[CH:5]([NH:12][C:13]2[C:14]3[N:15]([C:22]([CH3:26])=[C:23]([CH3:25])[N:24]=3)[CH:16]=[C:17]([C:19](O)=[O:20])[CH:18]=2)[CH2:4][O:3]1.Cl.[CH3:28][NH:29][CH3:30].O1C2C(=CC=CC=2)C(NC2C3N(C(C)=C(C)N=3)C=C(C(N(C)C)=O)C=2)CC1. No catalyst specified. The product is [CH2:2]1[C:11]2[C:6](=[CH:7][CH:8]=[CH:9][CH:10]=2)[CH:5]([NH:12][C:13]2[C:14]3[N:15]([C:22]([CH3:26])=[C:23]([CH3:25])[N:24]=3)[CH:16]=[C:17]([C:19]([N:29]([CH3:30])[CH3:28])=[O:20])[CH:18]=2)[CH2:4][O:3]1. The yield is 0.590.